This data is from Full USPTO retrosynthesis dataset with 1.9M reactions from patents (1976-2016). The task is: Predict the reactants needed to synthesize the given product. (1) Given the product [CH3:7][N:8]1[CH:9]=[C:10]([C:22](=[O:27])[C:23]([F:24])([F:25])[F:26])[CH:11]=[C:2]1[CH:1]=[O:5], predict the reactants needed to synthesize it. The reactants are: [C:1](Cl)(=[O:5])[C:2](Cl)=O.[CH3:7][N:8]1C=[CH:11][CH:10]=[CH:9]1.[Cl-].[Al+3].[Cl-].[Cl-].[F:24][C:23]([F:26])([F:25])[C:22](O[C:22](=[O:27])[C:23]([F:26])([F:25])[F:24])=[O:27]. (2) Given the product [CH2:6]([C:13]1[S:14][CH:15]=[C:16]([C:22]#[C:21][CH2:20][CH2:19][N:23]2[C:27](=[O:28])[C:26]3[C:25](=[CH:32][CH:31]=[CH:30][CH:29]=3)[C:24]2=[O:33])[N:17]=1)[C:7]1[CH:12]=[CH:11][CH:10]=[CH:9][CH:8]=1, predict the reactants needed to synthesize it. The reactants are: O1CCCC1.[CH2:6]([C:13]1[S:14][CH:15]=[C:16](Br)[N:17]=1)[C:7]1[CH:12]=[CH:11][CH:10]=[CH:9][CH:8]=1.[CH2:19]([N:23]1[C:27](=[O:28])[C:26]2=[CH:29][CH:30]=[CH:31][CH:32]=[C:25]2[C:24]1=[O:33])[CH2:20][C:21]#[CH:22].